This data is from Peptide-MHC class II binding affinity with 134,281 pairs from IEDB. The task is: Regression. Given a peptide amino acid sequence and an MHC pseudo amino acid sequence, predict their binding affinity value. This is MHC class II binding data. (1) The peptide sequence is APTGMFVAGAKYMVI. The MHC is DRB1_1501 with pseudo-sequence DRB1_1501. The binding affinity (normalized) is 0.436. (2) The peptide sequence is AFILDFDNLFPKV. The MHC is HLA-DQA10501-DQB10201 with pseudo-sequence HLA-DQA10501-DQB10201. The binding affinity (normalized) is 0.921. (3) The peptide sequence is QGVADAYITLVTLPK. The MHC is HLA-DQA10501-DQB10301 with pseudo-sequence HLA-DQA10501-DQB10301. The binding affinity (normalized) is 0.336. (4) The peptide sequence is KKGLNWITKVIMGAVLI. The MHC is HLA-DQA10501-DQB10302 with pseudo-sequence HLA-DQA10501-DQB10302. The binding affinity (normalized) is 0.426. (5) The peptide sequence is ENPVVHFFKNIVTPR. The MHC is DRB1_1302 with pseudo-sequence DRB1_1302. The binding affinity (normalized) is 0.268. (6) The peptide sequence is TEVMPVSMAKTSVDC. The MHC is DRB1_0101 with pseudo-sequence DRB1_0101. The binding affinity (normalized) is 0.662. (7) The peptide sequence is KLPLYISNPNYKVNVYAVT. The MHC is DRB1_0101 with pseudo-sequence DRB1_0101. The binding affinity (normalized) is 0.510.